The task is: Predict the product of the given reaction.. This data is from Forward reaction prediction with 1.9M reactions from USPTO patents (1976-2016). (1) The product is: [ClH:52].[CH2:1]([O:8][C:9]1[CH:10]=[CH:11][C:12]([S:15]([NH:18][C:19]2[C:29]([Br:30])=[CH:28][C:22]3[CH2:23][CH2:24][N:25]([CH3:33])[CH2:26][CH2:27][C:21]=3[CH:20]=2)(=[O:17])=[O:16])=[CH:13][CH:14]=1)[C:2]1[CH:7]=[CH:6][CH:5]=[CH:4][CH:3]=1. Given the reactants [CH2:1]([O:8][C:9]1[CH:14]=[CH:13][C:12]([S:15]([NH:18][C:19]2[C:29]([Br:30])=[CH:28][C:22]3[CH2:23][CH2:24][NH:25][CH2:26][CH2:27][C:21]=3[CH:20]=2)(=[O:17])=[O:16])=[CH:11][CH:10]=1)[C:2]1[CH:7]=[CH:6][CH:5]=[CH:4][CH:3]=1.C=O.[C:33](O[BH-](OC(=O)C)OC(=O)C)(=O)C.[Na+].C(=O)(O)[O-].[Na+].[Cl:52]C(Cl)C, predict the reaction product. (2) Given the reactants C([NH:8][C@H:9]([C:11](O)=[O:12])[CH3:10])(OC(C)(C)C)=O.C1(N=C=NC2CCCCC2)CCCCC1.ON1C(=O)CCC1=O.Cl.[NH2:38][CH2:39][C@@H:40]([C:45]1[CH:50]=[CH:49][C:48]([Cl:51])=[C:47]([O:52][CH2:53][C:54]2[CH:59]=[CH:58][N:57]=[CH:56][CH:55]=2)[CH:46]=1)[CH2:41][C:42]([OH:44])=[O:43].C(=O)(O)[O-].[Na+], predict the reaction product. The product is: [ClH:51].[NH2:8][C@@H:9]([CH3:10])[C:11]([NH:38][CH2:39][C@@H:40]([C:45]1[CH:50]=[CH:49][C:48]([Cl:51])=[C:47]([O:52][CH2:53][C:54]2[CH:59]=[CH:58][N:57]=[CH:56][CH:55]=2)[CH:46]=1)[CH2:41][C:42]([OH:44])=[O:43])=[O:12]. (3) Given the reactants C(OC(=O)[N:7]([CH2:12][C:13]1[CH:21]=[CH:20][C:16]2[O:17][CH2:18][O:19][C:15]=2[CH:14]=1)[CH2:8][CH2:9][NH:10][CH3:11])(C)(C)C.Cl[C:24]1[S:28][N:27]=[C:26]([N:29]2[CH:33]=[CH:32][N:31]=[CH:30]2)[N:25]=1.CS(C)=O, predict the reaction product. The product is: [O:17]1[C:16]2[CH:20]=[CH:21][C:13]([CH2:12][NH:7][CH2:8][CH2:9][N:10]([C:24]3[S:28][N:27]=[C:26]([N:29]4[CH:33]=[CH:32][N:31]=[CH:30]4)[N:25]=3)[CH3:11])=[CH:14][C:15]=2[O:19][CH2:18]1.